Predict the product of the given reaction. From a dataset of Forward reaction prediction with 1.9M reactions from USPTO patents (1976-2016). (1) Given the reactants C(OC(=O)[NH:7][C:8]1[CH:13]=[CH:12][C:11]([C:14]#[C:15][C:16]2[CH:21]=[CH:20][C:19]([F:22])=[CH:18][CH:17]=2)=[CH:10][C:9]=1[NH:23][C:24](=[O:39])[CH2:25][C:26]([C:28]1[CH:33]=[CH:32][N:31]=[C:30]([N:34]2[CH:38]=[CH:37][N:36]=[CH:35]2)[CH:29]=1)=O)(C)(C)C.C(O)(C(F)(F)F)=O, predict the reaction product. The product is: [F:22][C:19]1[CH:20]=[CH:21][C:16]([C:15]#[C:14][C:11]2[CH:12]=[CH:13][C:8]3[N:7]=[C:26]([C:28]4[CH:33]=[CH:32][N:31]=[C:30]([N:34]5[CH:38]=[CH:37][N:36]=[CH:35]5)[CH:29]=4)[CH2:25][C:24](=[O:39])[NH:23][C:9]=3[CH:10]=2)=[CH:17][CH:18]=1. (2) Given the reactants Cl[CH2:2][C:3]1[CH:8]=[CH:7][C:6]([C:9]2[S:17][C:16]3[C:11](=[N:12][CH:13]=[CH:14][C:15]=3[O:18][C:19]3[CH:24]=[CH:23][C:22]([N+:25]([O-:27])=[O:26])=[CH:21][C:20]=3[F:28])[CH:10]=2)=[CH:5][CH:4]=1.C([N:31]([CH2:34][CH3:35])CC)C.[CH3:48][C:47]([O:46][C:44](O[C:44]([O:46][C:47]([CH3:50])([CH3:49])[CH3:48])=[O:45])=[O:45])([CH3:50])[CH3:49].[CH3:51]OCCOC, predict the reaction product. The product is: [CH:34]1([N:31]([CH2:2][C:3]2[CH:8]=[CH:7][C:6]([C:9]3[S:17][C:16]4[C:11](=[N:12][CH:13]=[CH:14][C:15]=4[O:18][C:19]4[CH:24]=[CH:23][C:22]([N+:25]([O-:27])=[O:26])=[CH:21][C:20]=4[F:28])[CH:10]=3)=[CH:5][CH:4]=2)[C:44](=[O:45])[O:46][C:47]([CH3:48])([CH3:49])[CH3:50])[CH2:35][CH2:51]1.